From a dataset of NCI-60 drug combinations with 297,098 pairs across 59 cell lines. Regression. Given two drug SMILES strings and cell line genomic features, predict the synergy score measuring deviation from expected non-interaction effect. (1) Drug 1: CCCS(=O)(=O)NC1=C(C(=C(C=C1)F)C(=O)C2=CNC3=C2C=C(C=N3)C4=CC=C(C=C4)Cl)F. Drug 2: C1CCC(C(C1)N)N.C(=O)(C(=O)[O-])[O-].[Pt+4]. Cell line: HT29. Synergy scores: CSS=46.0, Synergy_ZIP=-0.0249, Synergy_Bliss=0.171, Synergy_Loewe=-1.35, Synergy_HSA=3.65. (2) Drug 1: CC(C1=C(C=CC(=C1Cl)F)Cl)OC2=C(N=CC(=C2)C3=CN(N=C3)C4CCNCC4)N. Drug 2: CN1CCC(CC1)COC2=C(C=C3C(=C2)N=CN=C3NC4=C(C=C(C=C4)Br)F)OC. Cell line: MCF7. Synergy scores: CSS=10.1, Synergy_ZIP=-1.54, Synergy_Bliss=4.68, Synergy_Loewe=2.31, Synergy_HSA=4.57. (3) Drug 1: C1CCC(CC1)NC(=O)N(CCCl)N=O. Drug 2: CC(C1=C(C=CC(=C1Cl)F)Cl)OC2=C(N=CC(=C2)C3=CN(N=C3)C4CCNCC4)N. Cell line: MOLT-4. Synergy scores: CSS=34.4, Synergy_ZIP=-0.992, Synergy_Bliss=-2.19, Synergy_Loewe=-18.0, Synergy_HSA=-2.33. (4) Drug 1: C1=C(C(=O)NC(=O)N1)N(CCCl)CCCl. Drug 2: CCCS(=O)(=O)NC1=C(C(=C(C=C1)F)C(=O)C2=CNC3=C2C=C(C=N3)C4=CC=C(C=C4)Cl)F. Cell line: NCI-H322M. Synergy scores: CSS=8.97, Synergy_ZIP=7.75, Synergy_Bliss=16.9, Synergy_Loewe=10.2, Synergy_HSA=10.7.